Regression. Given two drug SMILES strings and cell line genomic features, predict the synergy score measuring deviation from expected non-interaction effect. From a dataset of NCI-60 drug combinations with 297,098 pairs across 59 cell lines. Drug 1: CCC1(CC2CC(C3=C(CCN(C2)C1)C4=CC=CC=C4N3)(C5=C(C=C6C(=C5)C78CCN9C7C(C=CC9)(C(C(C8N6C=O)(C(=O)OC)O)OC(=O)C)CC)OC)C(=O)OC)O.OS(=O)(=O)O. Drug 2: CCN(CC)CCCC(C)NC1=C2C=C(C=CC2=NC3=C1C=CC(=C3)Cl)OC. Cell line: MDA-MB-435. Synergy scores: CSS=13.0, Synergy_ZIP=-6.32, Synergy_Bliss=-2.53, Synergy_Loewe=-3.01, Synergy_HSA=-1.35.